Dataset: Merck oncology drug combination screen with 23,052 pairs across 39 cell lines. Task: Regression. Given two drug SMILES strings and cell line genomic features, predict the synergy score measuring deviation from expected non-interaction effect. (1) Drug 1: N.N.O=C(O)C1(C(=O)O)CCC1.[Pt]. Drug 2: O=C(NOCC(O)CO)c1ccc(F)c(F)c1Nc1ccc(I)cc1F. Cell line: A2780. Synergy scores: synergy=20.0. (2) Drug 1: CCN(CC)CCNC(=O)c1c(C)[nH]c(C=C2C(=O)Nc3ccc(F)cc32)c1C. Drug 2: Cn1cc(-c2cnn3c(N)c(Br)c(C4CCCNC4)nc23)cn1. Cell line: UWB1289. Synergy scores: synergy=-10.4. (3) Drug 1: CC(=O)OC1C(=O)C2(C)C(O)CC3OCC3(OC(C)=O)C2C(OC(=O)c2ccccc2)C2(O)CC(OC(=O)C(O)C(NC(=O)c3ccccc3)c3ccccc3)C(C)=C1C2(C)C. Synergy scores: synergy=48.1. Drug 2: NC1(c2ccc(-c3nc4ccn5c(=O)[nH]nc5c4cc3-c3ccccc3)cc2)CCC1. Cell line: NCIH460. (4) Drug 1: CC1CC2C3CCC4=CC(=O)C=CC4(C)C3(F)C(O)CC2(C)C1(O)C(=O)CO. Drug 2: CCc1cnn2c(NCc3ccc[n+]([O-])c3)cc(N3CCCCC3CCO)nc12. Cell line: HT144. Synergy scores: synergy=-12.7.